Predict the reactants needed to synthesize the given product. From a dataset of Full USPTO retrosynthesis dataset with 1.9M reactions from patents (1976-2016). (1) Given the product [N:1]1([CH2:6][CH2:7][CH2:8][CH2:9][CH2:10][NH2:11])[CH2:5][CH2:4][CH2:3][CH2:2]1, predict the reactants needed to synthesize it. The reactants are: [N:1]1([CH2:6][CH2:7][CH2:8][CH2:9][CH2:10][N:11]2C(=O)C3=CC=CC=C3C2=O)[CH2:5][CH2:4][CH2:3][CH2:2]1.NN. (2) Given the product [NH2:1][CH2:4][C:5]1[CH:10]=[CH:9][C:8]([F:11])=[CH:7][C:6]=1[S:12]([N:15]([CH3:17])[CH3:16])(=[O:13])=[O:14], predict the reactants needed to synthesize it. The reactants are: [N:1]([CH2:4][C:5]1[CH:10]=[CH:9][C:8]([F:11])=[CH:7][C:6]=1[S:12]([N:15]([CH3:17])[CH3:16])(=[O:14])=[O:13])=[N+]=[N-].C1(P(C2C=CC=CC=2)C2C=CC=CC=2)C=CC=CC=1.